From a dataset of Full USPTO retrosynthesis dataset with 1.9M reactions from patents (1976-2016). Predict the reactants needed to synthesize the given product. (1) Given the product [CH3:21][C:16]1([CH3:22])[C:17](=[O:20])[CH2:18][CH2:19][CH:15]1[NH:14][C:2]1[C:3]2[N:4]([CH:11]=[CH:12][CH:13]=2)[N:5]=[CH:6][C:7]=1[C:8]([NH2:10])=[O:9], predict the reactants needed to synthesize it. The reactants are: Cl[C:2]1[C:3]2[N:4]([CH:11]=[CH:12][CH:13]=2)[N:5]=[CH:6][C:7]=1[C:8]([NH2:10])=[O:9].[NH2:14][CH:15]1[CH2:19][CH2:18][C:17](=[O:20])[C:16]1([CH3:22])[CH3:21]. (2) Given the product [Cl:1][C:2]1[CH:3]=[CH:4][C:5]2[N:6]([C:8]([C:11]([C:14]3[CH:15]=[C:16]4[C:21](=[CH:22][CH:23]=3)[N:20]=[CH:19][CH:18]=[CH:17]4)=[CH2:12])=[CH:9][N:10]=2)[N:7]=1, predict the reactants needed to synthesize it. The reactants are: [Cl:1][C:2]1[CH:3]=[CH:4][C:5]2[N:6]([C:8]([C:11]([C:14]3[CH:15]=[C:16]4[C:21](=[CH:22][CH:23]=3)[N:20]=[CH:19][CH:18]=[CH:17]4)(O)[CH3:12])=[CH:9][N:10]=2)[N:7]=1.S(=O)(=O)(O)O.[OH-].[Na+]. (3) Given the product [Br:8][C:17]1[C:18]2[C:19](=[N:20][CH:21]=[C:22]([C:24]3[CH:25]=[C:26]([CH:31]=[CH:32][C:33]=3[CH3:34])[C:27]([O:29][CH3:30])=[O:28])[CH:23]=2)[O:35][C:16]=1[C:13]1[CH:12]=[CH:11][C:10]([F:9])=[CH:15][CH:14]=1, predict the reactants needed to synthesize it. The reactants are: C1C(=O)N([Br:8])C(=O)C1.[F:9][C:10]1[CH:15]=[CH:14][C:13]([C:16]2[O:35][C:19]3=[N:20][CH:21]=[C:22]([C:24]4[CH:25]=[C:26]([CH:31]=[CH:32][C:33]=4[CH3:34])[C:27]([O:29][CH3:30])=[O:28])[CH:23]=[C:18]3[CH:17]=2)=[CH:12][CH:11]=1.